Dataset: Full USPTO retrosynthesis dataset with 1.9M reactions from patents (1976-2016). Task: Predict the reactants needed to synthesize the given product. (1) Given the product [Cl:9][C:10]1[CH:11]=[C:12]([I:1])[C:13]([OH:18])=[C:14]([CH:17]=1)[CH:15]=[O:16], predict the reactants needed to synthesize it. The reactants are: [I:1]N1C(=O)CCC1=O.[Cl:9][C:10]1[CH:11]=[CH:12][C:13]([OH:18])=[C:14]([CH:17]=1)[CH:15]=[O:16]. (2) The reactants are: [Br:1][C:2]1[CH:7]=[CH:6][C:5]([C:8](=[O:10])[CH3:9])=[CH:4][C:3]=1[OH:11].Br[CH2:13][CH:14]1[CH2:16][CH2:15]1.C(=O)([O-])[O-].[K+].[K+]. Given the product [Br:1][C:2]1[CH:7]=[CH:6][C:5]([C:8](=[O:10])[CH3:9])=[CH:4][C:3]=1[O:11][CH2:13][CH:14]1[CH2:16][CH2:15]1, predict the reactants needed to synthesize it. (3) Given the product [CH2:1]([O:8][CH:9]1[CH2:10][CH:11]([N:13]2[C:21](=[O:23])[C:20]3[N:19]([CH2:26][C:27]4[CH:32]=[CH:31][C:30]([Cl:33])=[CH:29][CH:28]=4)[CH:18]=[N:17][C:16]=3[NH:15][C:14]2=[O:34])[CH2:12]1)[C:2]1[CH:7]=[CH:6][CH:5]=[CH:4][CH:3]=1, predict the reactants needed to synthesize it. The reactants are: [CH2:1]([O:8][CH:9]1[CH2:12][CH:11]([NH:13][C:14](=[O:34])[NH:15][C:16]2[N:17]=[CH:18][N:19]([CH2:26][C:27]3[CH:32]=[CH:31][C:30]([Cl:33])=[CH:29][CH:28]=3)[C:20]=2[C:21]([O:23]CC)=O)[CH2:10]1)[C:2]1[CH:7]=[CH:6][CH:5]=[CH:4][CH:3]=1.[O-]CC.[Na+]. (4) Given the product [CH3:1][O:2][C:3]([C:5]1([CH2:8][NH2:12])[CH2:7][CH2:6]1)=[O:4], predict the reactants needed to synthesize it. The reactants are: [CH3:1][O:2][C:3]([C:5]1([CH:8]=O)[CH2:7][CH2:6]1)=[O:4].[BH3-]C#[N:12].[Na+]. (5) Given the product [C:29]1([C:32]2[CH:33]=[CH:34][CH:35]=[CH:36][CH:37]=2)[CH:30]=[CH:31][C:26]([S:23]([N:22]2[CH2:21][CH2:20][S:19][CH:18]2[C:16]([NH:15][CH:8]([C:9]2[CH:10]=[CH:11][CH:12]=[CH:13][CH:14]=2)[CH2:7][CH2:6][N:38]2[CH2:43][CH2:42][O:41][CH2:40][CH2:39]2)=[O:17])(=[O:25])=[O:24])=[CH:27][CH:28]=1, predict the reactants needed to synthesize it. The reactants are: CS(O[CH2:6][CH2:7][C@H:8]([NH:15][C:16]([C@H:18]1[N:22]([S:23]([C:26]2[CH:31]=[CH:30][C:29]([C:32]3[CH:37]=[CH:36][CH:35]=[CH:34][CH:33]=3)=[CH:28][CH:27]=2)(=[O:25])=[O:24])[CH2:21][CH2:20][S:19]1)=[O:17])[C:9]1[CH:14]=[CH:13][CH:12]=[CH:11][CH:10]=1)(=O)=O.[NH:38]1[CH2:43][CH2:42][O:41][CH2:40][CH2:39]1. (6) The reactants are: [F:1][C:2]1[CH:11]=[CH:10][CH:9]=[C:8]2[C:3]=1[CH2:4][CH2:5][CH2:6][C:7]2=[CH:12][C:13]([O:15][CH2:16][CH3:17])=[O:14]. Given the product [F:1][C:2]1[CH:11]=[CH:10][CH:9]=[C:8]2[C:3]=1[CH2:4][CH2:5][CH2:6][CH:7]2[CH2:12][C:13]([O:15][CH2:16][CH3:17])=[O:14], predict the reactants needed to synthesize it. (7) Given the product [Cl:1][C:2]1[C:11]([O:12][CH:13]2[CH2:18][CH2:17][CH2:16][CH2:15][O:14]2)=[CH:10][CH:9]=[C:8]2[C:3]=1[C:4]([CH3:33])=[C:5]([C:26]1[CH:31]=[CH:30][C:29]([F:32])=[CH:28][CH:27]=1)[CH:6]([C:19]1[CH:24]=[CH:23][C:22]([O:42][CH2:41][CH2:40][N:38]3[CH2:39][CH:36]([CH2:35][F:34])[CH2:37]3)=[CH:21][CH:20]=1)[O:7]2, predict the reactants needed to synthesize it. The reactants are: [Cl:1][C:2]1[C:11]([O:12][CH:13]2[CH2:18][CH2:17][CH2:16][CH2:15][O:14]2)=[CH:10][CH:9]=[C:8]2[C:3]=1[C:4]([CH3:33])=[C:5]([C:26]1[CH:31]=[CH:30][C:29]([F:32])=[CH:28][CH:27]=1)[CH:6]([C:19]1[CH:24]=[CH:23][C:22](I)=[CH:21][CH:20]=1)[O:7]2.[F:34][CH2:35][CH:36]1[CH2:39][N:38]([CH2:40][CH2:41][OH:42])[CH2:37]1.